The task is: Binary Classification. Given a miRNA mature sequence and a target amino acid sequence, predict their likelihood of interaction.. This data is from Experimentally validated miRNA-target interactions with 360,000+ pairs, plus equal number of negative samples. (1) The miRNA is mmu-miR-1941-3p with sequence CAUCUUAGCAGUAUCUCCCAU. The protein sequence of the target gene is MKYILVTGGVISGIGKGIIASSIGTILKSCGLRVTAIKIDPYINIDAGTFSPYEHGEVFVLNDGGEVDLDLGNYERFLDINLYKDNNITTGKIYQHVINKERRGDYLGKTVQVVPHITDAVQEWVMNQAKVPVDGNKEEPQICVIELGGTIGDIEGMPFVEAFRQFQFKAKRENFCNIHVSLVPQLSATGEQKTKPTQNSVRALRGLGLSPDLIVCRSSTPIEMAVKEKISMFCHVNPEQVICIHDVSSTYRVPVLLEEQSIVKYFKERLHLPIGDSASNLLFKWRNMADRYERLQKICS.... Result: 0 (no interaction). (2) Result: 0 (no interaction). The miRNA is mmu-miR-222-3p with sequence AGCUACAUCUGGCUACUGGGUCU. The protein sequence of the target gene is MGTPNDQAVLQAIFNPDTPFGDIVGLDLGEEAEKEEREEDEVFPQAQLEQSKALELQGVMAAEAGDLSTALERFGQAICLLPERASAYNNRAQARRLQGDVAGALEDLERAVELSGGRGRAARQSFVQRGLLARLQGRDDDARRDFERAARLGSPFARRQLVLLNPYAALCNRMLADMMGQLRRPRDSR. (3) Result: 0 (no interaction). The miRNA is hsa-miR-4744 with sequence UCUAAAGACUAGACUUCGCUAUG. The protein sequence of the target gene is MALLRDVSLQDPRDRFELLQRVGAGTYGDVYKARDTVTSELAAVKIVKLDPGDDISSLQQEITILRECRHPNVVAYIGSYLRNDRLWICMEFCGGGSLQEIYHATGPLEERQIAYVCREALKGLHHLHSQGKIHRDIKGANLLLTLQGDVKLADFGVSGELTASVAKRRSFIGTPYWMAPEVAAVERKGGYNELCDVWALGITAIELGELQPPLFHLHPMRALMLMSKSSFQPPKLRDKTRWTQNFHHFLKLALTKNPKKRPTAERLLQHPFTTQHLPPALLTQLLDKASDPHLGTLSPE.... (4) The miRNA is mmu-miR-340-5p with sequence UUAUAAAGCAAUGAGACUGAUU. The protein sequence of the target gene is MANPKEKTPVCLVNELARFHSIQPQYKLLNESGPAHSKMFSVQLSLGEQTWESEGSSIKKAQQAVANKALTESTLPKPVQKPPKSNVNNNPGSITPTVELNGLAMKRGEPAIYRPLDPKPFPNYRANYNFRGMYNQRYHCPMPKIFYVQLTVGNNEFFGEGKTRQAARHNAAMKALQALQNEPIPEKSPQNGESGKEMDDDKDANKSEISLVFEIALKRNMPVSFEVIKESGPPHMKSFVTRVSVGEFSAEGEGNSKKLSKKRAATTVLQELKKLPPLPVVEKPKLFFKKRPKTIVKAGP.... Result: 1 (interaction). (5) The miRNA is mmu-miR-486a-3p with sequence CGGGGCAGCUCAGUACAGGAU. The protein sequence of the target gene is MELYLGACSKPAKVAVTKTVASVLAADTQQCRDGVHKTHFAGVGPAQLLDLPLGVKLPVIPGSNAVFYTTNFGEKLFRPSYGFNLTDPYCRLLENQYKSLHDPHLKAYYKRKDILKRLKKGGYITSNNKVVCTLRELNKYRQYLTSLKLDFERNYIKEQRILAKQLHNIPENNQIPQHCDVAQVQNWLLKEGTESIKDQERLMRHRYLDMISRKLEQLERTAEEQRLFLMDREERRQREHTRRKLTLRRKIEEEWKTKEMLLLTRMAEDVKREERIEEQQHRNREESDRKKQDLLEKKMA.... Result: 0 (no interaction). (6) The miRNA is hsa-miR-3658 with sequence UUUAAGAAAACACCAUGGAGAU. The protein sequence of the target gene is MANSSFIGDHVHGAPHAVMPEVEFPDQFFTVLTMDHELVTLRDVVINFSQEEWEYLDSAQRNLYWDVMMENYSNLLSLDLESRNETKHLSVGKDIIQNTGSQWEVMESSKLCGLEGSIFRNDWQSKSKIDLQGPEVGYFSQMKIISENVPSYKTHESLTLPRRTHDSEKPYEYKEYEKVFSCDLEFDEYQKIHTGGKNYECNQCWKTFGIDNSSMLQLNIHTGVKPCKYMEYGNTCSFYKDFNVYQKIHNEKFYKCKEYRRTFERVGKVTPLQRVHDGEKHFECSFCGKSFRVHAQLTRH.... Result: 1 (interaction). (7) The miRNA is rno-miR-212-3p with sequence UAACAGUCUCCAGUCACGGCCA. The protein sequence of the target gene is MLRETWLCVILVAFVSHPVWLQKPHKRKTQLKAAGCCEEMRELKAQVANLSSLLGELSRKQESDWVSVVMQVMELESSSKHMESRLSTAESKYSEMNNQIDIMQLQAAQTVTQTSADAIYDCSSLYQKNYRISGVYKLPPDEFLGSPELEVFCDMETSGGGWTIIQRRKSGLVSFYQDWRQYKQGFGSIRGDFWLGNEHIHRLTRQPSRLRVELEDWEGNARYAEYSYFALGNELNSYRLFLGNYSGNVGKDALLYHNNTVFSTKDKDNDNCLDKCAQLRKGGYWYNCCTDSNLNGVYYR.... Result: 0 (no interaction). (8) Result: 1 (interaction). The protein sequence of the target gene is MEAARRPRLGLSRRRPRPAGGPSGGRPWFLLGGDERERLWAELLRTVSPELILDHEVPSLPAFPGQEPRCGPEPTEVFTVGPKTFSWTPFPPDLWGPGRSYRLLHGAGGHLESPARSLPQRPAPDPCRAPRVEQQPSVEGAAALRSCPMCQKEFAPRLTQLDVDSHLAQCLAESTEDVTW. The miRNA is hsa-miR-215-5p with sequence AUGACCUAUGAAUUGACAGAC. (9) The miRNA is hsa-miR-4516 with sequence GGGAGAAGGGUCGGGGC. The protein sequence of the target gene is MEENLISMREDHSFHVRYRMEASCLELALEGERLCKSGDCRAGVSFFEAAVQVGTEDLKTLSAIYSQLGNAYFYLHDYAKALEYHHHDLTLARTIGDQLGEAKASGNLGNTLKVLGNFDEAIVCCQRHLDISRELNDKVGEARALYNLGNVYHAKGKSFGCPGPQDVGEFPEEVRDALQAAVDFYEENLSLVTALGDRAAQGRAFGNLGNTHYLLGNFRDAVIAHEQRLLIAKEFGDKAAERRAYSNLGNAYIFLGEFETASEYYKKTLLLARQLKDRAVEAQSCYSLGNTYTLLQDYEK.... Result: 0 (no interaction). (10) The miRNA is hsa-miR-4482-5p with sequence AACCCAGUGGGCUAUGGAAAUG. The protein sequence of the target gene is MALSRVCWARAALWGSTVAPGPFVTRRLQLGRSGPAWRAPRSSKLHLSPKADVKNLISYVVTKTRAINGSYHRFLGRHFPRFYALYTTFMKGIQMLWADGKKARRIKADMWKQNLKFHQLSYREMEHLRQFRRDITKCLFVGLISIPPFANYLVFLLMYLFPRQLLVKHFWTPKQQIDFLDVYHGLRRRSHSEVITHLRRASTFVSHEKLRRQLTDLCTKVQSGTHPAAQDVLALRDCFSTYPLGFSQLQASQMRALSQAMLLTPYLPPPLLRQRLKSHTTVIHQLDRALAKLGIGQLTA.... Result: 0 (no interaction).